From a dataset of Full USPTO retrosynthesis dataset with 1.9M reactions from patents (1976-2016). Predict the reactants needed to synthesize the given product. (1) Given the product [Br:1][C:2]1[C:11]2[CH2:10][CH2:9][CH2:8][CH2:7][C:6]=2[C:5]([O:12][CH2:17][CH2:16][N:15]([CH3:19])[CH3:14])=[CH:4][CH:3]=1, predict the reactants needed to synthesize it. The reactants are: [Br:1][C:2]1[C:11]2[CH2:10][CH2:9][CH2:8][CH2:7][C:6]=2[C:5]([OH:12])=[CH:4][CH:3]=1.Cl.[CH3:14][N:15]([CH3:19])[CH2:16][CH2:17]Cl.C(=O)([O-])[O-].[K+].[K+].[Cl-]. (2) Given the product [C:12]([O:16][CH2:17][CH:18]1[O:19][C:4]2=[N:8][C:7]([N+:9]([O-:11])=[O:10])=[CH:6][N:5]2[CH2:20]1)([CH3:15])([CH3:14])[CH3:13], predict the reactants needed to synthesize it. The reactants are: [N+]([C:4]1[NH:5][CH:6]=[C:7]([N+:9]([O-:11])=[O:10])[N:8]=1)([O-])=O.[C:12]([O:16][CH2:17][CH:18]1[CH2:20][O:19]1)([CH3:15])([CH3:14])[CH3:13].C([O-])(=O)C.[Na+].